Dataset: Forward reaction prediction with 1.9M reactions from USPTO patents (1976-2016). Task: Predict the product of the given reaction. (1) Given the reactants [NH2:1][C:2]1[N:7]=[C:6](O)[C:5]([CH2:9][C:10]([O:12][CH2:13][CH3:14])=[O:11])=[C:4]([C:15]([F:18])([F:17])[F:16])[N:3]=1.C1(N(C)C)C=CC=CC=1.O=P(Cl)(Cl)[Cl:30], predict the reaction product. The product is: [NH2:1][C:2]1[N:7]=[C:6]([Cl:30])[C:5]([CH2:9][C:10]([O:12][CH2:13][CH3:14])=[O:11])=[C:4]([C:15]([F:18])([F:17])[F:16])[N:3]=1. (2) Given the reactants [Br:1][C:2]1[CH:3]=[C:4]2[N:12]=[C:11]([NH2:13])[S:10][C:5]2=[N:6][C:7]=1[O:8]C.Br, predict the reaction product. The product is: [NH2:13][C:11]1[S:10][C:5]2[NH:6][C:7](=[O:8])[C:2]([Br:1])=[CH:3][C:4]=2[N:12]=1. (3) Given the reactants [CH2:1]([C:3]1[S:4][C:5]2[C:10]3[CH2:11][CH2:12][NH:13][CH2:14][CH2:15][C:9]=3[CH:8]=[CH:7][C:6]=2[N:16]=1)[CH3:2].[Cl:17][CH2:18][CH2:19][CH2:20][S:21][C:22]1[N:23]([CH3:38])[C:24]([C:27]2[CH:36]=[CH:35][CH:34]=[C:33]3[C:28]=2[CH:29]=[CH:30][C:31]([CH3:37])=[N:32]3)=[N:25][N:26]=1, predict the reaction product. The product is: [ClH:17].[CH2:1]([C:3]1[S:4][C:5]2[C:10]3[CH2:11][CH2:12][N:13]([CH2:18][CH2:19][CH2:20][S:21][C:22]4[N:23]([CH3:38])[C:24]([C:27]5[CH:36]=[CH:35][CH:34]=[C:33]6[C:28]=5[CH:29]=[CH:30][C:31]([CH3:37])=[N:32]6)=[N:25][N:26]=4)[CH2:14][CH2:15][C:9]=3[CH:8]=[CH:7][C:6]=2[N:16]=1)[CH3:2]. (4) Given the reactants C[O:2][C:3](=[O:16])[CH2:4][O:5][C:6]1[CH:14]=[CH:13][C:12]([SH:15])=[C:11]2[C:7]=1[CH2:8][CH2:9][CH2:10]2.Cl[CH2:18][C:19]1[CH:20]=[C:21]([C:25]2[CH:30]=[CH:29][C:28]([C:31]([F:34])([F:33])[F:32])=[CH:27][N:26]=2)[CH:22]=[CH:23][CH:24]=1, predict the reaction product. The product is: [F:34][C:31]([F:32])([F:33])[C:28]1[CH:29]=[CH:30][C:25]([C:21]2[CH:20]=[C:19]([CH:24]=[CH:23][CH:22]=2)[CH2:18][S:15][C:12]2[CH:13]=[CH:14][C:6]([O:5][CH2:4][C:3]([OH:2])=[O:16])=[C:7]3[C:11]=2[CH2:10][CH2:9][CH2:8]3)=[N:26][CH:27]=1. (5) Given the reactants [ClH:1].[CH3:2][C:3]1[CH:8]=[C:7]([C:9](=[O:18])[NH:10][C@@H:11]2[CH2:16][CH2:15][CH2:14][NH:13][C:12]2=[O:17])[CH:6]=[CH:5][C:4]=1[C:19]1[CH:24]=[CH:23][CH:22]=[C:21]([CH2:25][C@H:26]([NH:46][C:47]([C@H:49]2[CH2:54][CH2:53][C@H:52]([CH2:55][NH:56]C(=O)OC(C)(C)C)[CH2:51][CH2:50]2)=[O:48])[C:27](=[O:45])[NH:28][C:29]2[CH:30]=[CH:31][C:32]3[N:36]=[C:35]([C:37]([F:43])([F:42])[C:38]([F:41])([F:40])[F:39])[NH:34][C:33]=3[CH:44]=2)[CH:20]=1.C(#N)C, predict the reaction product. The product is: [ClH:1].[NH2:56][CH2:55][C@H:52]1[CH2:51][CH2:50][C@H:49]([C:47]([NH:46][C@H:26]([C:27](=[O:45])[NH:28][C:29]2[CH:30]=[CH:31][C:32]3[N:36]=[C:35]([C:37]([F:42])([F:43])[C:38]([F:39])([F:40])[F:41])[NH:34][C:33]=3[CH:44]=2)[CH2:25][C:21]2[CH:20]=[C:19]([C:4]3[CH:5]=[CH:6][C:7]([C:9]([NH:10][C@@H:11]4[CH2:16][CH2:15][CH2:14][NH:13][C:12]4=[O:17])=[O:18])=[CH:8][C:3]=3[CH3:2])[CH:24]=[CH:23][CH:22]=2)=[O:48])[CH2:54][CH2:53]1. (6) Given the reactants COC(C1C([C:14]2[CH:19]=[C:18]([F:20])[CH:17]=[CH:16][C:15]=2[O:21][CH3:22])=CC=C([N+]([O-])=O)C=1)=O.Br[C:24]1[C:33]([CH3:34])=[CH:32][C:31]([N+:35]([O-:37])=[O:36])=[CH:30][C:25]=1[C:26]([O:28][CH3:29])=[O:27].FC1C=CC(OC)=C(B(O)O)C=1, predict the reaction product. The product is: [F:20][C:18]1[CH:19]=[CH:14][C:15]([O:21][CH3:22])=[CH:16][C:17]=1[C:24]1[C:25]([C:26]([O:28][CH3:29])=[O:27])=[CH:30][C:31]([N+:35]([O-:37])=[O:36])=[CH:32][C:33]=1[CH3:34]. (7) Given the reactants [CH3:1][C:2]1[CH:7]=[CH:6][C:5]([S:8]([C:11]2[CH:12]=[N:13][C:14]3[C:19]([C:20]=2O)=[CH:18][CH:17]=[CH:16][CH:15]=3)(=[O:10])=[O:9])=[CH:4][CH:3]=1.P(Cl)(Cl)([Cl:24])=O, predict the reaction product. The product is: [Cl:24][C:20]1[C:19]2[C:14](=[CH:15][CH:16]=[CH:17][CH:18]=2)[N:13]=[CH:12][C:11]=1[S:8]([C:5]1[CH:6]=[CH:7][C:2]([CH3:1])=[CH:3][CH:4]=1)(=[O:10])=[O:9]. (8) Given the reactants [CH:1]1[C:6]2[CH2:7][C@H:8]3[N:13]([CH2:14]C4CC4)[CH2:12][CH2:11][C@:10]45[C@H:18]([C:20]([CH2:22][CH2:23][C@@:9]34O)=[O:21])[O:19][C:4]([C:5]=25)=[C:3]([OH:25])[CH:2]=1.Cl.C1C=C(Cl)C=C(C(OO)=[O:35])C=1, predict the reaction product. The product is: [CH3:14][N+:13]1([O-:35])[CH2:12][CH2:11][C@:10]23[C:5]4[C:4]5[O:19][C@H:18]2[C:20](=[O:21])[CH2:22][CH2:23][C@H:9]3[C@H:8]1[CH2:7][C:6]=4[CH:1]=[CH:2][C:3]=5[OH:25].